This data is from Acute oral toxicity (LD50) regression data from Zhu et al.. The task is: Regression/Classification. Given a drug SMILES string, predict its toxicity properties. Task type varies by dataset: regression for continuous values (e.g., LD50, hERG inhibition percentage) or binary classification for toxic/non-toxic outcomes (e.g., AMES mutagenicity, cardiotoxicity, hepatotoxicity). Dataset: ld50_zhu. The compound is O=c1[nH]cc2ncnc-2[nH]1. The rat oral LD50 is 2.12, given as -log10 of the dose in mol/kg body weight (higher means more acutely toxic).